This data is from Forward reaction prediction with 1.9M reactions from USPTO patents (1976-2016). The task is: Predict the product of the given reaction. (1) Given the reactants [NH:1]1[C:9]2[C:4](=[CH:5][CH:6]=[CH:7][CH:8]=2)[C:3]([C:10](=[O:14])[C:11]([OH:13])=O)=[CH:2]1.OC1C2N=NNC=2C=CC=1.[NH2:25][C:26]12[C:44](=[O:45])[C:43]3[C:38](=[CH:39][CH:40]=[CH:41][CH:42]=3)[C:27]1([OH:46])[O:28][C:29]1[CH:34]=[C:33]([CH:35]([CH3:37])[CH3:36])[CH:32]=[CH:31][C:30]=12, predict the reaction product. The product is: [OH:46][C:27]12[C:38]3[C:43](=[CH:42][CH:41]=[CH:40][CH:39]=3)[C:44](=[O:45])[C:26]1([NH:25][C:11](=[O:13])[C:10]([C:3]1[C:4]3[C:9](=[CH:8][CH:7]=[CH:6][CH:5]=3)[NH:1][CH:2]=1)=[O:14])[C:30]1[CH:31]=[CH:32][C:33]([CH:35]([CH3:37])[CH3:36])=[CH:34][C:29]=1[O:28]2. (2) Given the reactants Cl.[Cl:2][C:3]1[CH:11]=[C:10]([O:12][CH:13]2[CH2:18][CH2:17][N:16]([CH:19]([CH3:21])[CH3:20])[CH2:15][CH2:14]2)[CH:9]=[CH:8][C:4]=1[C:5](Cl)=[O:6].CCN(CC1C=CC=CC=1)CC.C=CC1C=CC=CC=1.C=CC1C=CC(C=C)=CC=1.Cl.[F:53][C:54]1[CH:55]=[C:56]2[C:60](=[CH:61][CH:62]=1)[CH2:59][NH:58][CH2:57]2, predict the reaction product. The product is: [ClH:2].[Cl:2][C:3]1[CH:11]=[C:10]([O:12][CH:13]2[CH2:18][CH2:17][N:16]([CH:19]([CH3:21])[CH3:20])[CH2:15][CH2:14]2)[CH:9]=[CH:8][C:4]=1[C:5]([N:58]1[CH2:57][C:56]2[C:60](=[CH:61][CH:62]=[C:54]([F:53])[CH:55]=2)[CH2:59]1)=[O:6]. (3) Given the reactants C([O:8][C@H:9]1[CH2:13][CH2:12][CH2:11][C@@H:10]1[NH:14][C:15]([C:17]1[N:18]=[C:19]([C:29]2[CH:34]=[CH:33][C:32]([Cl:35])=[CH:31][C:30]=2[Cl:36])[N:20]([C:22]2[CH:27]=[CH:26][C:25]([Cl:28])=[CH:24][CH:23]=2)[CH:21]=1)=[O:16])C1C=CC=CC=1.[Si](I)(C)(C)C.O, predict the reaction product. The product is: [Cl:28][C:25]1[CH:26]=[CH:27][C:22]([N:20]2[CH:21]=[C:17]([C:15]([NH:14][C@H:10]3[CH2:11][CH2:12][CH2:13][C@@H:9]3[OH:8])=[O:16])[N:18]=[C:19]2[C:29]2[CH:34]=[CH:33][C:32]([Cl:35])=[CH:31][C:30]=2[Cl:36])=[CH:23][CH:24]=1. (4) The product is: [CH2:1]([N:8]([CH2:9][CH:10]=[O:11])[CH3:12])[C:2]1[CH:7]=[CH:6][CH:5]=[CH:4][CH:3]=1. Given the reactants [CH2:1]([N:8]([CH3:12])[CH2:9][CH2:10][OH:11])[C:2]1[CH:7]=[CH:6][CH:5]=[CH:4][CH:3]=1.CCN(C(C)C)C(C)C.CS(C)=O.N1C=CC=CC=1.S(=O)(=O)=O, predict the reaction product. (5) Given the reactants CS([O:5][C@@H:6]1[CH2:10][CH2:9][O:8][CH2:7]1)(=O)=O.[F:11][C:12]1[CH:17]=[CH:16][C:15]([C:18]2[C:23]([CH3:24])=[CH:22][C:21](O)=[CH:20][C:19]=2[CH3:26])=[CH:14][C:13]=1[CH2:27][OH:28].C(=O)([O-])[O-].[Cs+].[Cs+], predict the reaction product. The product is: [F:11][C:12]1[CH:17]=[CH:16][C:15]([C:18]2[C:19]([CH3:26])=[CH:20][C:21]([O:5][C@H:6]3[CH2:10][CH2:9][O:8][CH2:7]3)=[CH:22][C:23]=2[CH3:24])=[CH:14][C:13]=1[CH2:27][OH:28]. (6) Given the reactants [C:1]([N:4]1[C:13]2[C:8](=[CH:9][C:10]([NH2:14])=[CH:11][CH:12]=2)[C:7]([C:16]2[CH:21]=[CH:20][CH:19]=[CH:18][CH:17]=2)([CH3:15])[CH2:6][C:5]1([CH3:23])[CH3:22])(=[O:3])[CH3:2].[CH2:24]([C:27]1[CH:35]=[CH:34][C:30]([C:31](Cl)=[O:32])=[CH:29][CH:28]=1)[CH2:25][CH3:26].C(N(CC)C(C)C)(C)C, predict the reaction product. The product is: [C:1]([N:4]1[C:13]2[C:8](=[CH:9][C:10]([NH:14][C:31](=[O:32])[C:30]3[CH:34]=[CH:35][C:27]([CH2:24][CH2:25][CH3:26])=[CH:28][CH:29]=3)=[CH:11][CH:12]=2)[C:7]([C:16]2[CH:21]=[CH:20][CH:19]=[CH:18][CH:17]=2)([CH3:15])[CH2:6][C:5]1([CH3:23])[CH3:22])(=[O:3])[CH3:2]. (7) Given the reactants [CH3:1][O:2][C:3]1[CH:4]=[C:5]([C:13]2[N:22]=[C:21]([C:23](O)=[O:24])[C:20]3[C:15](=[CH:16][CH:17]=[CH:18][CH:19]=3)[N:14]=2)[CH:6]=[C:7]([O:11][CH3:12])[C:8]=1[O:9][CH3:10].Cl.[F:27][C:28]1[CH:29]=[C:30]2[C:35](=[CH:36][CH:37]=1)[CH2:34][NH:33][CH2:32][CH2:31]2, predict the reaction product. The product is: [CH3:1][O:2][C:3]1[CH:4]=[C:5]([C:13]2[N:22]=[C:21]([C:23]([N:33]3[CH2:32][CH2:31][C:30]4[C:35](=[CH:36][CH:37]=[C:28]([F:27])[CH:29]=4)[CH2:34]3)=[O:24])[C:20]3[C:15](=[CH:16][CH:17]=[CH:18][CH:19]=3)[N:14]=2)[CH:6]=[C:7]([O:11][CH3:12])[C:8]=1[O:9][CH3:10].